Predict the product of the given reaction. From a dataset of Forward reaction prediction with 1.9M reactions from USPTO patents (1976-2016). (1) Given the reactants [CH:1]1([NH:4][C:5]([C:7]2[CH:12]=[CH:11][C:10]([C:13]3[N:17]4[N:18]=[C:19]([C:29](OC)=[O:30])[CH:20]=[C:21]([NH:22][CH2:23][CH2:24][C:25]([F:28])([F:27])[F:26])[C:16]4=[N:15][CH:14]=3)=[CH:9][C:8]=2[CH3:33])=[O:6])[CH2:3][CH2:2]1.[H-].C([Al+]CC(C)C)C(C)C.[Cl-].[NH4+].O, predict the reaction product. The product is: [CH:1]1([NH:4][C:5](=[O:6])[C:7]2[CH:12]=[CH:11][C:10]([C:13]3[N:17]4[N:18]=[C:19]([CH2:29][OH:30])[CH:20]=[C:21]([NH:22][CH2:23][CH2:24][C:25]([F:26])([F:27])[F:28])[C:16]4=[N:15][CH:14]=3)=[CH:9][C:8]=2[CH3:33])[CH2:2][CH2:3]1. (2) The product is: [C:18]1(=[O:19])[O:20][C:15](=[O:23])[CH:16]=[CH:17]1.[CH:22]([O:23][CH3:1])=[CH2:21].[C:1]1([N:14]2[C:18](=[O:19])[CH:17]=[CH:16][C:15]2=[O:20])[CH:6]=[CH:5][CH:4]=[C:3]([N:7]2[C:11](=[O:12])[CH:10]=[CH:9][C:8]2=[O:13])[CH:2]=1. Given the reactants [C:1]1([N:14]2[C:18](=[O:19])[CH:17]=[CH:16][C:15]2=[O:20])[CH:6]=[CH:5][CH:4]=[C:3]([N:7]2[C:11](=[O:12])[CH:10]=[CH:9][C:8]2=[O:13])[CH:2]=1.[CH3:21][C:22](C)=[O:23], predict the reaction product. (3) Given the reactants [Cl:1][C:2]1[CH:3]=[CH:4][C:5]([OH:41])=[C:6]([C:8]2[C:12]([C:13]#[C:14][C:15]3[CH:20]=[CH:19][C:18]([NH:21][C:22]([CH:24]4[CH2:29][O:28][CH2:27][CH2:26][N:25]4[C:30](=[O:39])[CH:31]([NH2:38])[C:32]4[CH:37]=[CH:36][CH:35]=[CH:34][CH:33]=4)=[O:23])=[CH:17][CH:16]=3)=[CH:11][N:10]([CH3:40])[N:9]=2)[CH:7]=1.[CH:42]1([S:45](Cl)(=[O:47])=[O:46])[CH2:44][CH2:43]1.C(N(CC)CC)C, predict the reaction product. The product is: [Cl:1][C:2]1[CH:3]=[CH:4][C:5]([OH:41])=[C:6]([C:8]2[C:12]([C:13]#[C:14][C:15]3[CH:20]=[CH:19][C:18]([NH:21][C:22]([CH:24]4[CH2:29][O:28][CH2:27][CH2:26][N:25]4[C:30](=[O:39])[CH:31]([NH:38][S:45]([CH:42]4[CH2:44][CH2:43]4)(=[O:47])=[O:46])[C:32]4[CH:33]=[CH:34][CH:35]=[CH:36][CH:37]=4)=[O:23])=[CH:17][CH:16]=3)=[CH:11][N:10]([CH3:40])[N:9]=2)[CH:7]=1. (4) Given the reactants [CH3:1][O:2][C:3]1[N:8]=[C:7]2[O:9][C:10]([C:14]3[CH:15]=[C:16]([CH:21]=[CH:22][CH:23]=3)[C:17]([O:19][CH3:20])=[O:18])=[CH:11][C:12](=[O:13])[C:6]2=[CH:5][CH:4]=1.O=C1C2C(=NC=CC=2)OC(C2C=C(C=CC=2)C(OC)=O)=C1, predict the reaction product. The product is: [CH3:1][O:2][C:3]1[N:8]=[C:7]2[O:9][CH:10]([C:14]3[CH:15]=[C:16]([CH:21]=[CH:22][CH:23]=3)[C:17]([O:19][CH3:20])=[O:18])[CH2:11][C:12](=[O:13])[C:6]2=[CH:5][CH:4]=1.